From a dataset of NCI-60 drug combinations with 297,098 pairs across 59 cell lines. Regression. Given two drug SMILES strings and cell line genomic features, predict the synergy score measuring deviation from expected non-interaction effect. (1) Drug 2: CC1=C2C(C(=O)C3(C(CC4C(C3C(C(C2(C)C)(CC1OC(=O)C(C(C5=CC=CC=C5)NC(=O)OC(C)(C)C)O)O)OC(=O)C6=CC=CC=C6)(CO4)OC(=O)C)O)C)O. Synergy scores: CSS=0.263, Synergy_ZIP=-4.14, Synergy_Bliss=-3.68, Synergy_Loewe=-41.0, Synergy_HSA=-7.84. Cell line: HOP-62. Drug 1: CN(C)N=NC1=C(NC=N1)C(=O)N. (2) Synergy scores: CSS=16.0, Synergy_ZIP=-1.44, Synergy_Bliss=2.63, Synergy_Loewe=-7.37, Synergy_HSA=-0.0846. Drug 2: CC(C)NC(=O)C1=CC=C(C=C1)CNNC.Cl. Drug 1: C1=CC(=CC=C1CC(C(=O)O)N)N(CCCl)CCCl.Cl. Cell line: OVCAR-8. (3) Drug 1: CCCCC(=O)OCC(=O)C1(CC(C2=C(C1)C(=C3C(=C2O)C(=O)C4=C(C3=O)C=CC=C4OC)O)OC5CC(C(C(O5)C)O)NC(=O)C(F)(F)F)O. Drug 2: CC(C)CN1C=NC2=C1C3=CC=CC=C3N=C2N. Cell line: CAKI-1. Synergy scores: CSS=34.5, Synergy_ZIP=2.16, Synergy_Bliss=2.84, Synergy_Loewe=1.91, Synergy_HSA=2.23. (4) Drug 1: C1=CC(=C2C(=C1NCCNCCO)C(=O)C3=C(C=CC(=C3C2=O)O)O)NCCNCCO. Drug 2: C1C(C(OC1N2C=NC3=C(N=C(N=C32)Cl)N)CO)O. Cell line: U251. Synergy scores: CSS=45.2, Synergy_ZIP=1.02, Synergy_Bliss=-0.0439, Synergy_Loewe=-16.1, Synergy_HSA=0.0737. (5) Drug 1: CC1=C(N=C(N=C1N)C(CC(=O)N)NCC(C(=O)N)N)C(=O)NC(C(C2=CN=CN2)OC3C(C(C(C(O3)CO)O)O)OC4C(C(C(C(O4)CO)O)OC(=O)N)O)C(=O)NC(C)C(C(C)C(=O)NC(C(C)O)C(=O)NCCC5=NC(=CS5)C6=NC(=CS6)C(=O)NCCC[S+](C)C)O. Drug 2: C1=CC=C(C(=C1)C(C2=CC=C(C=C2)Cl)C(Cl)Cl)Cl. Cell line: HOP-62. Synergy scores: CSS=41.6, Synergy_ZIP=10.5, Synergy_Bliss=14.4, Synergy_Loewe=-36.9, Synergy_HSA=1.12.